Dataset: Full USPTO retrosynthesis dataset with 1.9M reactions from patents (1976-2016). Task: Predict the reactants needed to synthesize the given product. (1) Given the product [F:8][C:5]1[CH:6]=[CH:7][C:2]2[N:19]([C:18]3[CH:20]=[CH:21][CH:22]=[CH:23][C:17]=3[C:15]#[N:16])[S:11](=[O:13])(=[O:12])[CH:10]([CH2:29][CH2:27][CH2:26][NH:25][CH3:24])[CH2:9][C:3]=2[CH:4]=1, predict the reactants needed to synthesize it. The reactants are: Br[C:2]1[CH:7]=[CH:6][C:5]([F:8])=[CH:4][C:3]=1[CH2:9][CH2:10][S:11](Cl)(=[O:13])=[O:12].[C:15]([C:17]1[CH:23]=[CH:22][CH:21]=[CH:20][C:18]=1[NH2:19])#[N:16].[CH3:24][N:25](C)[CH2:26][CH3:27].[CH3:29]O. (2) Given the product [Br:1][C:2]1[CH:3]=[CH:4][C:5]([C@@H:6]2[CH2:15][C@H:7]2[C:8]([O:10][CH2:11][CH3:12])=[O:9])=[CH:13][CH:14]=1, predict the reactants needed to synthesize it. The reactants are: [Br:1][C:2]1[CH:14]=[CH:13][C:5]([CH:6]=[CH:7][C:8]([O:10][CH2:11][CH3:12])=[O:9])=[CH:4][CH:3]=1.[CH2:15](Cl)Cl.